This data is from Catalyst prediction with 721,799 reactions and 888 catalyst types from USPTO. The task is: Predict which catalyst facilitates the given reaction. (1) Reactant: [Cl:1][C:2]1[CH:7]=[CH:6][C:5]([CH2:8][OH:9])=[C:4]([F:10])[CH:3]=1.C(N(CC)CC)C.O1CCCC1.[CH3:23][S:24](Cl)(=[O:26])=[O:25]. Product: [CH3:23][S:24]([O:9][CH2:8][C:5]1[CH:6]=[CH:7][C:2]([Cl:1])=[CH:3][C:4]=1[F:10])(=[O:26])=[O:25]. The catalyst class is: 6. (2) Reactant: [CH2:1]([O:3][C:4]([C:6]1[C:10](=[O:11])[O:9][NH:8][CH:7]=1)=[O:5])[CH3:2].[CH:12]1[CH:17]=[CH:16][C:15]([O:18][C:19](Cl)=[S:20])=[CH:14][CH:13]=1.N1C=CC=CC=1.O. Product: [CH2:1]([O:3][C:4]([C:6]1[C:10](=[O:11])[O:9][N:8]([C:19]([O:18][C:15]2[CH:16]=[CH:17][CH:12]=[CH:13][CH:14]=2)=[S:20])[CH:7]=1)=[O:5])[CH3:2]. The catalyst class is: 11. (3) Reactant: C1(S([N:10]2[CH:14]=[C:13]([C:15]([C:17]3[CH:22]=[C:21]([O:23][CH3:24])[C:20]([O:25][CH3:26])=[C:19]([O:27][CH3:28])[CH:18]=3)=[O:16])[N:12]=[C:11]2[C:29]2[CH:34]=[CH:33][C:32]([CH3:35])=[CH:31][CH:30]=2)(=O)=O)C=CC=CC=1.[F-].C([N+](CCCC)(CCCC)CCCC)CCC.C([O-])(O)=O.[Na+]. Product: [C:32]1([CH3:35])[CH:31]=[CH:30][C:29]([C:11]2[NH:10][CH:14]=[C:13]([C:15]([C:17]3[CH:22]=[C:21]([O:23][CH3:24])[C:20]([O:25][CH3:26])=[C:19]([O:27][CH3:28])[CH:18]=3)=[O:16])[N:12]=2)=[CH:34][CH:33]=1. The catalyst class is: 1.